The task is: Predict which catalyst facilitates the given reaction.. This data is from Catalyst prediction with 721,799 reactions and 888 catalyst types from USPTO. (1) Reactant: [Cl:1][C:2]1[C:3]2[N:4]([C:8]([N:11]3[CH2:16][CH2:15][N:14]4[C:17]([C:20]([F:23])([F:22])[F:21])=[N:18][N:19]=[C:13]4[CH2:12]3)=[N:9][CH:10]=2)[CH:5]=[CH:6][N:7]=1.CN(C=O)C.[Br:29]N1C(=O)CCC1=O. Product: [Br:29][C:10]1[N:9]=[C:8]([N:11]2[CH2:16][CH2:15][N:14]3[C:17]([C:20]([F:23])([F:21])[F:22])=[N:18][N:19]=[C:13]3[CH2:12]2)[N:4]2[CH:5]=[CH:6][N:7]=[C:2]([Cl:1])[C:3]=12. The catalyst class is: 13. (2) Reactant: C(OC([N:8]1[CH2:13][CH2:12][CH:11]([N:14]2[C:19](=[O:20])[CH2:18][O:17][C:16]3[CH:21]=[CH:22][CH:23]=[N:24][C:15]2=3)[CH2:10][CH2:9]1)=O)(C)(C)C.C(O)(C(F)(F)F)=O. Product: [NH:8]1[CH2:9][CH2:10][CH:11]([N:14]2[C:19](=[O:20])[CH2:18][O:17][C:16]3[CH:21]=[CH:22][CH:23]=[N:24][C:15]2=3)[CH2:12][CH2:13]1. The catalyst class is: 2.